This data is from Full USPTO retrosynthesis dataset with 1.9M reactions from patents (1976-2016). The task is: Predict the reactants needed to synthesize the given product. (1) Given the product [CH2:1]([C:3]1[C:12]2[C:7](=[CH:8][CH:9]=[CH:10][CH:11]=2)[C:6]([C:13]([NH:16][C:17]2[C:18]([C:23]([O:25][CH3:26])=[O:24])=[N:19][CH:20]=[CH:21][N:22]=2)=[O:14])=[CH:5][CH:4]=1)[CH3:2], predict the reactants needed to synthesize it. The reactants are: [CH2:1]([C:3]1[C:12]2[C:7](=[CH:8][CH:9]=[CH:10][CH:11]=2)[C:6]([C:13](Cl)=[O:14])=[CH:5][CH:4]=1)[CH3:2].[NH2:16][C:17]1[C:18]([C:23]([O:25][CH3:26])=[O:24])=[N:19][CH:20]=[CH:21][N:22]=1. (2) Given the product [F:1][C:2]([F:13])([F:12])[O:3][C:4]1[CH:11]=[CH:10][C:7]([CH:8]=[C:15]([C:14]#[N:18])[C:16]#[N:17])=[CH:6][CH:5]=1, predict the reactants needed to synthesize it. The reactants are: [F:1][C:2]([F:13])([F:12])[O:3][C:4]1[CH:11]=[CH:10][C:7]([CH:8]=O)=[CH:6][CH:5]=1.[C:14](#[N:18])[CH2:15][C:16]#[N:17].[Cl-].[Na+]. (3) Given the product [CH3:35][O:36][N:37]([CH3:38])[C:15]([CH:13]1[CH2:12][C:11](=[CH:10][C:9]([O:8][CH2:1][C:2]2[CH:3]=[CH:4][CH:5]=[CH:6][CH:7]=2)=[O:18])[CH2:14]1)=[O:17], predict the reactants needed to synthesize it. The reactants are: [CH2:1]([O:8][C:9](=[O:18])[CH:10]=[C:11]1[CH2:14][CH:13]([C:15]([OH:17])=O)[CH2:12]1)[C:2]1[CH:7]=[CH:6][CH:5]=[CH:4][CH:3]=1.CN1CCOCC1.ClC(OCC(C)C)=O.Cl.[CH3:35][O:36][NH:37][CH3:38]. (4) The reactants are: [CH3:1][Al](C)C.Cl[C:6]1[N:7]=[CH:8][CH:9]=[C:10]2[CH:14]=[N:13][NH:12][C:11]=12.[NH4+].[Cl-]. Given the product [CH3:1][C:6]1[N:7]=[CH:8][CH:9]=[C:10]2[CH:14]=[N:13][NH:12][C:11]=12, predict the reactants needed to synthesize it. (5) Given the product [C:29]([C:26]1[CH:25]=[CH:24][C:23]([CH:20]2[CH2:21][CH2:22][N:17]([C:15]([C:13]3[CH:12]=[CH:11][C:10]([CH3:31])=[C:9]([NH:8][S:5]([CH2:4][CH2:3][CH2:2][NH:1][C:32](=[O:34])[CH3:33])(=[O:7])=[O:6])[CH:14]=3)=[O:16])[CH2:18][CH2:19]2)=[CH:28][CH:27]=1)#[N:30], predict the reactants needed to synthesize it. The reactants are: [NH2:1][CH2:2][CH2:3][CH2:4][S:5]([NH:8][C:9]1[CH:14]=[C:13]([C:15]([N:17]2[CH2:22][CH2:21][CH:20]([C:23]3[CH:28]=[CH:27][C:26]([C:29]#[N:30])=[CH:25][CH:24]=3)[CH2:19][CH2:18]2)=[O:16])[CH:12]=[CH:11][C:10]=1[CH3:31])(=[O:7])=[O:6].[C:32](OC(=O)C)(=[O:34])[CH3:33]. (6) Given the product [Br:7][C:8]1[CH:9]=[C:10]([CH:11]([C:4]2[O:3][C:2]([CH3:1])=[N:6][N:5]=2)[OH:12])[CH:13]=[C:14]([C:16]([F:18])([F:19])[F:17])[CH:15]=1, predict the reactants needed to synthesize it. The reactants are: [CH3:1][C:2]1[O:3][CH:4]=[N:5][N:6]=1.[Br:7][C:8]1[CH:9]=[C:10]([CH:13]=[C:14]([C:16]([F:19])([F:18])[F:17])[CH:15]=1)[CH:11]=[O:12].[NH4+].[Cl-].CC(OC)(C)C. (7) Given the product [N+:1]([C:4]1[CH:5]=[N:6][CH:7]=[CH:8][C:9]=1[C:10]1[CH2:15][CH2:14][CH2:13][CH:12]([N:21]2[C:17](=[O:27])[C:18]3[C:19](=[CH:23][CH:24]=[CH:25][CH:26]=3)[C:20]2=[O:22])[CH:11]=1)([O-:3])=[O:2], predict the reactants needed to synthesize it. The reactants are: [N+:1]([C:4]1[CH:5]=[N:6][CH:7]=[CH:8][C:9]=1[C:10]1[CH2:15][CH2:14][CH2:13][CH:12](O)[CH:11]=1)([O-:3])=[O:2].[C:17]1(=[O:27])[NH:21][C:20](=[O:22])[C:19]2=[CH:23][CH:24]=[CH:25][CH:26]=[C:18]12.C1(P(C2C=CC=CC=2)C2C=CC=CC=2)C=CC=CC=1.N(C(OC(C)(C)C)=O)=NC(OC(C)(C)C)=O. (8) The reactants are: [Li+].[OH-].[C:3]([C:5]1[CH:10]=[CH:9][C:8]([NH:11][C:12](=[O:31])[NH:13][C@@H:14]2[CH2:19][CH2:18][N:17]([C:20]([O:22][C:23]([CH3:26])([CH3:25])[CH3:24])=[O:21])[C@@H:16]([C:27]([O:29]C)=[O:28])[CH2:15]2)=[CH:7][CH:6]=1)#[N:4].Cl. Given the product [C:23]([O:22][C:20]([N:17]1[CH2:18][CH2:19][C@@H:14]([NH:13][C:12]([NH:11][C:8]2[CH:9]=[CH:10][C:5]([C:3]#[N:4])=[CH:6][CH:7]=2)=[O:31])[CH2:15][C@@H:16]1[C:27]([OH:29])=[O:28])=[O:21])([CH3:26])([CH3:24])[CH3:25], predict the reactants needed to synthesize it.